From a dataset of Peptide-MHC class II binding affinity with 134,281 pairs from IEDB. Regression. Given a peptide amino acid sequence and an MHC pseudo amino acid sequence, predict their binding affinity value. This is MHC class II binding data. (1) The binding affinity (normalized) is 0.259. The peptide sequence is RGIVKENIIDLTKIDR. The MHC is HLA-DQA10102-DQB10602 with pseudo-sequence HLA-DQA10102-DQB10602. (2) The peptide sequence is AFKVAATAANAAPAM. The MHC is DRB1_0701 with pseudo-sequence DRB1_0701. The binding affinity (normalized) is 0.557. (3) The peptide sequence is QGVTAEITPQASTTE. The MHC is DRB5_0101 with pseudo-sequence DRB5_0101. The binding affinity (normalized) is 0. (4) The peptide sequence is KLRSAGEVEIQFRRV. The MHC is DRB1_0802 with pseudo-sequence DRB1_0802. The binding affinity (normalized) is 0.210. (5) The peptide sequence is EKKYFAATQFMPLAA. The MHC is HLA-DPA10103-DPB10601 with pseudo-sequence HLA-DPA10103-DPB10601. The binding affinity (normalized) is 0.924. (6) The peptide sequence is INEPTAAAIAYGDDR. The MHC is HLA-DQA10102-DQB10602 with pseudo-sequence HLA-DQA10102-DQB10602. The binding affinity (normalized) is 0.669. (7) The peptide sequence is NGRLITANPVVTKKE. The MHC is DRB1_0901 with pseudo-sequence DRB1_0901. The binding affinity (normalized) is 0.463. (8) The peptide sequence is VDIMVRDGQLTIKAE. The MHC is DRB1_1101 with pseudo-sequence DRB1_1101. The binding affinity (normalized) is 0.259. (9) The peptide sequence is GELGIVDKIDAAFKI. The MHC is DRB1_0802 with pseudo-sequence DRB1_0802. The binding affinity (normalized) is 0.485.